From a dataset of Full USPTO retrosynthesis dataset with 1.9M reactions from patents (1976-2016). Predict the reactants needed to synthesize the given product. (1) Given the product [CH3:1][O:2][C:3]1[CH:8]=[C:7]([N+:12]([O-:14])=[O:13])[C:6]([O:9][CH3:10])=[CH:5][C:4]=1[CH3:11], predict the reactants needed to synthesize it. The reactants are: [CH3:1][O:2][C:3]1[CH:8]=[CH:7][C:6]([O:9][CH3:10])=[CH:5][C:4]=1[CH3:11].[N+:12]([O-])([OH:14])=[O:13]. (2) Given the product [Br:1][C:26]1[C:27]([C:39]([F:42])([F:41])[F:40])=[N:28][N:29]([CH2:30][C:31]([O:33][CH2:34][CH2:35][N:36]([CH3:38])[CH3:37])=[O:32])[C:25]=1[C:22]1[CH:23]=[CH:24][C:19]([C:15]2[CH:16]=[CH:17][CH:18]=[C:13]([S:10]([CH3:9])(=[O:12])=[O:11])[CH:14]=2)=[CH:20][CH:21]=1, predict the reactants needed to synthesize it. The reactants are: [Br:1]N1C(=O)CCC1=O.[CH3:9][S:10]([C:13]1[CH:14]=[C:15]([C:19]2[CH:24]=[CH:23][C:22]([C:25]3[N:29]([CH2:30][C:31]([O:33][CH2:34][CH2:35][N:36]([CH3:38])[CH3:37])=[O:32])[N:28]=[C:27]([C:39]([F:42])([F:41])[F:40])[CH:26]=3)=[CH:21][CH:20]=2)[CH:16]=[CH:17][CH:18]=1)(=[O:12])=[O:11]. (3) Given the product [Cl:1][C:2]1[C:3]([CH3:13])=[C:4]([CH:10]=[CH:11][CH:12]=1)[CH2:5][N:6]1[C:17](=[O:16])[C:18]([C:19]([O:21][CH2:22][CH3:23])=[O:20])=[CH:24][NH:9][C:7]1=[O:8], predict the reactants needed to synthesize it. The reactants are: [Cl:1][C:2]1[C:3]([CH3:13])=[C:4]([CH:10]=[CH:11][CH:12]=1)[CH2:5][NH:6][C:7]([NH2:9])=[O:8].C([O:16][CH:17]=[C:18]([C:24](OCC)=O)[C:19]([O:21][CH2:22][CH3:23])=[O:20])C.[O-]CC.[Na+].Cl. (4) Given the product [O:27]1[C:2]2([CH2:7][CH2:6][CH2:5][CH2:4][CH:3]2[N:8]2[C:16](=[O:17])[C:15]3[C:10](=[CH:11][CH:12]=[CH:13][CH:14]=3)[C:9]2=[O:18])[CH2:1]1, predict the reactants needed to synthesize it. The reactants are: [CH2:1]=[C:2]1[CH2:7][CH2:6][CH2:5][CH2:4][CH:3]1[N:8]1[C:16](=[O:17])[C:15]2[C:10](=[CH:11][CH:12]=[CH:13][CH:14]=2)[C:9]1=[O:18].ClC1C=CC=C(C(OO)=[O:27])C=1.S([O-])([O-])=O.[Na+].[Na+]. (5) Given the product [CH3:1][O:2][C:3]([C:5]1[S:6][CH:7]=[CH:8][C:9]=1[NH:10][C:12]([O:14][C:15]([CH3:18])([CH3:17])[CH3:16])=[O:11])=[O:4], predict the reactants needed to synthesize it. The reactants are: [CH3:1][O:2][C:3]([C:5]1[S:6][CH:7]=[CH:8][C:9]=1[NH2:10])=[O:4].[O:11](C(OC(C)(C)C)=O)[C:12]([O:14][C:15]([CH3:18])([CH3:17])[CH3:16])=O. (6) Given the product [Cl:19][C:12]1[CH:11]=[N:10][C:7]2[CH2:8][CH2:9][N:3]([CH2:1][CH3:2])[CH2:4][CH2:5][C:6]=2[N:13]=1, predict the reactants needed to synthesize it. The reactants are: [CH2:1]([N:3]1[CH2:9][CH2:8][C:7]2[N:10]=[CH:11][C:12](N)=[N:13][C:6]=2[CH2:5][CH2:4]1)[CH3:2].N([O-])=O.[Na+].[ClH:19]. (7) The reactants are: [CH2:1]([N:8]1[CH2:17][CH2:16][C:15]2[C:14]([C:18]([NH:20][C@@H:21]([CH2:39][C:40]3[CH:45]=[C:44]([F:46])[CH:43]=[C:42]([F:47])[CH:41]=3)[C@H:22]([OH:38])[CH2:23][NH:24][C:25]3([C:28]4[CH:33]=[CH:32][CH:31]=[C:30]([C:34]([F:37])([F:36])[F:35])[CH:29]=4)[CH2:27][CH2:26]3)=[O:19])=[CH:13][CH:12]=[CH:11][C:10]=2[C:9]1=[O:48])[C:2]1[CH:7]=[CH:6][CH:5]=[CH:4][CH:3]=1.[ClH:49]. Given the product [ClH:49].[CH2:1]([N:8]1[CH2:17][CH2:16][C:15]2[C:14]([C:18]([NH:20][C@@H:21]([CH2:39][C:40]3[CH:41]=[C:42]([F:47])[CH:43]=[C:44]([F:46])[CH:45]=3)[C@H:22]([OH:38])[CH2:23][NH:24][C:25]3([C:28]4[CH:33]=[CH:32][CH:31]=[C:30]([C:34]([F:35])([F:37])[F:36])[CH:29]=4)[CH2:27][CH2:26]3)=[O:19])=[CH:13][CH:12]=[CH:11][C:10]=2[C:9]1=[O:48])[C:2]1[CH:3]=[CH:4][CH:5]=[CH:6][CH:7]=1, predict the reactants needed to synthesize it. (8) Given the product [C:30]([OH:46])([C:31]([F:34])([F:33])[F:32])=[O:43].[F:42][C:2]1([F:1])[CH2:7][CH2:6][CH:5]([C:8]2[CH:41]=[CH:40][C:11]([CH2:12][O:13][C:14]3[CH:19]=[CH:18][CH:17]=[CH:16][C:15]=3[C:20]3[N:25]=[C:24]([N:26]4[C:30]([C:31]([F:33])([F:34])[F:32])=[C:29]([C:35]([OH:37])=[O:36])[CH:28]=[N:27]4)[CH:23]=[CH:22][CH:21]=3)=[CH:10][CH:9]=2)[CH2:4][CH2:3]1, predict the reactants needed to synthesize it. The reactants are: [F:1][C:2]1([F:42])[CH2:7][CH2:6][CH:5]([C:8]2[CH:41]=[CH:40][C:11]([CH2:12][O:13][C:14]3[CH:19]=[CH:18][CH:17]=[CH:16][C:15]=3[C:20]3[N:25]=[C:24]([N:26]4[C:30]([C:31]([F:34])([F:33])[F:32])=[C:29]([C:35]([O:37]CC)=[O:36])[CH:28]=[N:27]4)[CH:23]=[CH:22][CH:21]=3)=[CH:10][CH:9]=2)[CH2:4][CH2:3]1.[OH-:43].[Li+].Cl.[O:46]1CCOCC1. (9) Given the product [Cl:1][C:2]1[C:7]([Cl:8])=[CH:6][CH:5]=[CH:4][C:3]=1[S:9]([N:12]([CH2:14][CH2:15][N:16]1[CH2:21][CH2:20][CH2:19][N:18]([CH2:22][CH2:23][C:24]2[CH:29]=[CH:28][C:27]([C:30]3[NH:35][CH2:34][CH2:33][N:31]=3)=[CH:26][CH:25]=2)[C:17]1=[O:32])[CH3:13])(=[O:10])=[O:11], predict the reactants needed to synthesize it. The reactants are: [Cl:1][C:2]1[C:7]([Cl:8])=[CH:6][CH:5]=[CH:4][C:3]=1[S:9]([N:12]([CH2:14][CH2:15][N:16]1[CH2:21][CH2:20][CH2:19][N:18]([CH2:22][CH2:23][C:24]2[CH:29]=[CH:28][C:27]([C:30]#[N:31])=[CH:26][CH:25]=2)[C:17]1=[O:32])[CH3:13])(=[O:11])=[O:10].[CH2:33](N)[CH2:34][NH2:35].[S]. (10) Given the product [O:23]=[S:20]1(=[O:24])[CH2:21][CH2:22][N:17]([C:14]([C:6]2[N:7]([CH:11]([CH3:12])[CH3:13])[C:8]3[C:4]([CH:5]=2)=[CH:3][C:2]([OH:1])=[CH:10][CH:9]=3)=[O:16])[CH2:18][CH2:19]1, predict the reactants needed to synthesize it. The reactants are: [OH:1][C:2]1[CH:3]=[C:4]2[C:8](=[CH:9][CH:10]=1)[N:7]([CH:11]([CH3:13])[CH3:12])[C:6]([C:14]([OH:16])=O)=[CH:5]2.[NH:17]1[CH2:22][CH2:21][S:20](=[O:24])(=[O:23])[CH2:19][CH2:18]1.